Regression. Given a peptide amino acid sequence and an MHC pseudo amino acid sequence, predict their binding affinity value. This is MHC class II binding data. From a dataset of Peptide-MHC class II binding affinity with 134,281 pairs from IEDB. (1) The peptide sequence is NGVIKILTYPWDRIE. The MHC is DRB1_0301 with pseudo-sequence DRB1_0301. The binding affinity (normalized) is 0.834. (2) The peptide sequence is SSCEVALSYYPTPLA. The MHC is HLA-DQA10301-DQB10302 with pseudo-sequence HLA-DQA10301-DQB10302. The binding affinity (normalized) is 0.171.